The task is: Regression. Given a peptide amino acid sequence and an MHC pseudo amino acid sequence, predict their binding affinity value. This is MHC class I binding data.. This data is from Peptide-MHC class I binding affinity with 185,985 pairs from IEDB/IMGT. The peptide sequence is ALTPPFHPY. The MHC is HLA-A02:19 with pseudo-sequence HLA-A02:19. The binding affinity (normalized) is 0.0847.